From a dataset of Peptide-MHC class I binding affinity with 185,985 pairs from IEDB/IMGT. Regression. Given a peptide amino acid sequence and an MHC pseudo amino acid sequence, predict their binding affinity value. This is MHC class I binding data. The peptide sequence is NVINYSAL. The MHC is H-2-Kb with pseudo-sequence H-2-Kb. The binding affinity (normalized) is 0.616.